From a dataset of Catalyst prediction with 721,799 reactions and 888 catalyst types from USPTO. Predict which catalyst facilitates the given reaction. (1) Reactant: [Cl:1][CH2:2][C:3](OC)(OC)[O:4][CH3:5].[NH2:10][C:11]1[CH:16]=[C:15]([Br:17])[CH:14]=[CH:13]C=1O. Product: [Br:17][C:15]1[CH:14]=[CH:13][C:5]2[O:4][C:3]([CH2:2][Cl:1])=[N:10][C:11]=2[CH:16]=1. The catalyst class is: 8. (2) Reactant: C([N:8]1[CH2:13][CH2:12][C:11]2([C:21]3[C:16](=[CH:17][CH:18]=[CH:19][C:20]=3[CH2:22][N:23]([CH:31]3[CH2:35][CH2:34][CH2:33][CH2:32]3)[C:24](=[O:30])[O:25][C:26]([CH3:29])([CH3:28])[CH3:27])[N:15]([C:36]3[C:37]4[CH:44]([CH:45]([CH3:47])[CH3:46])[CH2:43][CH2:42][C:38]=4[N:39]=[CH:40][N:41]=3)[CH2:14]2)[CH2:10][CH2:9]1)C1C=CC=CC=1.C([O-])=O.[NH4+]. The catalyst class is: 19. Product: [CH:31]1([N:23]([CH2:22][C:20]2[CH:19]=[CH:18][CH:17]=[C:16]3[N:15]([C:36]4[C:37]5[CH:44]([CH:45]([CH3:47])[CH3:46])[CH2:43][CH2:42][C:38]=5[N:39]=[CH:40][N:41]=4)[CH2:14][C:11]4([CH2:12][CH2:13][NH:8][CH2:9][CH2:10]4)[C:21]=23)[C:24](=[O:30])[O:25][C:26]([CH3:27])([CH3:29])[CH3:28])[CH2:35][CH2:34][CH2:33][CH2:32]1. (3) Reactant: [F:1][C:2]1[CH:8]=[C:7]([F:9])[C:6]([F:10])=[CH:5][C:3]=1[NH2:4].C([O-])(O)=O.[Na+].[CH3:16][C:17]([O:20][C:21](O[C:21]([O:20][C:17]([CH3:19])([CH3:18])[CH3:16])=[O:22])=[O:22])([CH3:19])[CH3:18]. Product: [F:1][C:2]1[CH:8]=[C:7]([F:9])[C:6]([F:10])=[CH:5][C:3]=1[NH:4][C:21](=[O:22])[O:20][C:17]([CH3:19])([CH3:18])[CH3:16]. The catalyst class is: 38. (4) Reactant: [Cl:1][C:2]1[C:10]2[N:9]=[C:8]([CH:11]([C:13]3[CH:18]=[CH:17][C:16]([Cl:19])=[CH:15][C:14]=3[Cl:20])[OH:12])[N:7]([CH2:21][CH2:22][CH2:23]O)[C:6]=2[C:5]([C:25]([O:27][CH3:28])=[O:26])=[CH:4][CH:3]=1.C(C=P(CCCC)(CCCC)CCCC)#N. Product: [Cl:1][C:2]1[CH:3]=[CH:4][C:5]([C:25]([O:27][CH3:28])=[O:26])=[C:6]2[C:10]=1[N:9]=[C:8]1[CH:11]([C:13]3[CH:18]=[CH:17][C:16]([Cl:19])=[CH:15][C:14]=3[Cl:20])[O:12][CH2:23][CH2:22][CH2:21][N:7]21. The catalyst class is: 11. (5) The catalyst class is: 76. Reactant: [NH2:1][CH2:2][CH2:3][CH2:4][CH2:5][CH2:6][N:7]1[CH2:12][CH2:11][CH:10]([C:13]2[CH:14]=[C:15]([NH:19][C:20](=[O:24])[CH:21]([CH3:23])[CH3:22])[CH:16]=[CH:17][CH:18]=2)[CH2:9][CH2:8]1.[C:25]1([CH:31]([C:35]2[CH:40]=[CH:39][CH:38]=[CH:37][CH:36]=2)[C:32](Cl)=[O:33])[CH:30]=[CH:29][CH:28]=[CH:27][CH:26]=1. Product: [C:35]1([CH:31]([C:25]2[CH:26]=[CH:27][CH:28]=[CH:29][CH:30]=2)[C:32]([NH:1][CH2:2][CH2:3][CH2:4][CH2:5][CH2:6][N:7]2[CH2:8][CH2:9][CH:10]([C:13]3[CH:14]=[C:15]([NH:19][C:20](=[O:24])[CH:21]([CH3:22])[CH3:23])[CH:16]=[CH:17][CH:18]=3)[CH2:11][CH2:12]2)=[O:33])[CH:36]=[CH:37][CH:38]=[CH:39][CH:40]=1.